This data is from Reaction yield outcomes from USPTO patents with 853,638 reactions. The task is: Predict the reaction yield, written as a fraction of the theoretical maximum amount of product (1.0 means a 100% yield; for example, 0.34 means a 34% yield). (1) The product is [F:34][C:35]([F:40])([F:39])[C:36]([OH:38])=[O:37].[CH3:1][C@@H:2]1[CH2:6][CH2:5][CH2:4][N:3]1[CH2:7][CH2:8][CH2:9][O:10][C:11]1[CH:16]=[CH:15][C:14]([C:17]2[S:18][C:19]3[CH2:20][N:21]([CH2:26][C:27]([OH:29])=[O:28])[CH2:22][CH2:23][C:24]=3[N:25]=2)=[CH:13][CH:12]=1. The reactants are [CH3:1][C@@H:2]1[CH2:6][CH2:5][CH2:4][N:3]1[CH2:7][CH2:8][CH2:9][O:10][C:11]1[CH:16]=[CH:15][C:14]([C:17]2[S:18][C:19]3[CH2:20][N:21]([CH2:26][C:27]([O:29]C(C)(C)C)=[O:28])[CH2:22][CH2:23][C:24]=3[N:25]=2)=[CH:13][CH:12]=1.[F:34][C:35]([F:40])([F:39])[C:36]([OH:38])=[O:37]. The catalyst is ClCCl. The yield is 0.920. (2) The reactants are Cl[C:2]1[N:7]=[C:6]([C:8]2[N:12]3[CH:13]=[CH:14][CH:15]=[CH:16][C:11]3=[N:10][C:9]=2[C:17]2[CH:18]=[CH:19][C:20]([O:34][CH3:35])=[C:21]([CH:33]=2)[C:22]([NH:24][C:25]2[C:30]([F:31])=[CH:29][CH:28]=[CH:27][C:26]=2[F:32])=[O:23])[CH:5]=[CH:4][N:3]=1.[CH3:36][O:37][C:38]1[CH:44]=[C:43]([CH:45]2[CH2:50][CH2:49][N:48]([CH2:51][CH2:52][CH3:53])[CH2:47][CH2:46]2)[CH:42]=[CH:41][C:39]=1[NH2:40].C1(C)C=CC(S(O)(=O)=O)=CC=1.C[O-].[Na+]. The catalyst is C(Cl)Cl.CC(O)C. The product is [F:32][C:26]1[CH:27]=[CH:28][CH:29]=[C:30]([F:31])[C:25]=1[NH:24][C:22](=[O:23])[C:21]1[CH:33]=[C:17]([C:9]2[N:10]=[C:11]3[CH:16]=[CH:15][CH:14]=[CH:13][N:12]3[C:8]=2[C:6]2[CH:5]=[CH:4][N:3]=[C:2]([NH:40][C:39]3[CH:41]=[CH:42][C:43]([CH:45]4[CH2:46][CH2:47][N:48]([CH2:51][CH2:52][CH3:53])[CH2:49][CH2:50]4)=[CH:44][C:38]=3[O:37][CH3:36])[N:7]=2)[CH:18]=[CH:19][C:20]=1[O:34][CH3:35]. The yield is 0.680.